Predict which catalyst facilitates the given reaction. From a dataset of Catalyst prediction with 721,799 reactions and 888 catalyst types from USPTO. Reactant: [CH3:1][O:2][C:3]1[CH:4]=[C:5](Br)[CH:6]=[C:7]([O:11][CH3:12])[C:8]=1[O:9][CH3:10].[Li]CCCC.[P:19](Cl)([C:26]1[CH:31]=[CH:30][CH:29]=[CH:28][CH:27]=1)[C:20]1[CH:25]=[CH:24][CH:23]=[CH:22][CH:21]=1. Product: [CH3:1][O:2][C:3]1[CH:4]=[C:5]([P:19]([C:26]2[CH:27]=[CH:28][CH:29]=[CH:30][CH:31]=2)[C:20]2[CH:25]=[CH:24][CH:23]=[CH:22][CH:21]=2)[CH:6]=[C:7]([O:11][CH3:12])[C:8]=1[O:9][CH3:10]. The catalyst class is: 1.